Dataset: Reaction yield outcomes from USPTO patents with 853,638 reactions. Task: Predict the reaction yield, written as a fraction of the theoretical maximum amount of product (1.0 means a 100% yield; for example, 0.34 means a 34% yield). The reactants are [Br:1][C:2]1[CH:7]=[CH:6][C:5]([C:8](=O)[CH2:9][CH2:10][CH2:11][NH:12]C(=O)OC(C)(C)C)=[CH:4][CH:3]=1.[OH-].[Na+]. The catalyst is C(O)(C(F)(F)F)=O. The product is [Br:1][C:2]1[CH:7]=[CH:6][C:5]([C:8]2[CH2:9][CH2:10][CH2:11][N:12]=2)=[CH:4][CH:3]=1. The yield is 0.800.